This data is from Cav3 T-type calcium channel HTS with 100,875 compounds. The task is: Binary Classification. Given a drug SMILES string, predict its activity (active/inactive) in a high-throughput screening assay against a specified biological target. (1) The drug is o1c2c(n(CCC(=O)N(CCOC)CCOC)c1=O)cccc2. The result is 0 (inactive). (2) The drug is O=c1n(N)c(nc2c1cccc2)c1ccc(OC)cc1. The result is 0 (inactive). (3) The result is 0 (inactive). The drug is S(Cc1c(onc1C)C)c1c(cccc1)C(=O)Nc1sccn1.